From a dataset of Catalyst prediction with 721,799 reactions and 888 catalyst types from USPTO. Predict which catalyst facilitates the given reaction. (1) Reactant: [H-].[Na+].[C:3]([O:8][CH3:9])(=[O:7])[CH2:4][CH2:5][CH3:6].[CH:10](OC)=[O:11]. Product: [OH:11]/[CH:10]=[C:4](/[CH2:5][CH3:6])\[C:3]([O:8][CH3:9])=[O:7]. The catalyst class is: 57. (2) Reactant: [NH2:1][C:2]1[CH:3]=[CH:4][C:5]([S:12](=[O:25])(=[O:24])[NH:13][C:14]2[CH:15]=[CH:16][C:17]3[CH2:21][O:20][B:19]([OH:22])[C:18]=3[CH:23]=2)=[C:6]([CH2:8][C:9]([OH:11])=O)[CH:7]=1.[CH:26]1([NH2:29])[CH2:28][CH2:27]1.C1CN([P+](ON2N=NC3C=CC=CC2=3)(N2CCCC2)N2CCCC2)CC1.F[P-](F)(F)(F)(F)F.C(N(CC)CC)C. Product: [NH2:1][C:2]1[CH:3]=[CH:4][C:5]([S:12](=[O:24])(=[O:25])[NH:13][C:14]2[CH:15]=[CH:16][C:17]3[CH2:21][O:20][B:19]([OH:22])[C:18]=3[CH:23]=2)=[C:6]([CH2:8][C:9]([NH:29][CH:26]2[CH2:28][CH2:27]2)=[O:11])[CH:7]=1. The catalyst class is: 31. (3) Reactant: [Cl-].[Cl-].[F:3][C:4]([F:38])([F:37])[C:5]1[CH:6]=[C:7]([C@H:15]([O:17][C@H:18]2[CH2:23][CH2:22][NH+:21]([CH:24]3[CH2:29][CH2:28][NH2+:27][CH2:26][CH2:25]3)[CH2:20][C@@H:19]2[C:30]2[CH:35]=[CH:34][C:33]([F:36])=[CH:32][CH:31]=2)[CH3:16])[CH:8]=[C:9]([C:11]([F:14])([F:13])[F:12])[CH:10]=1.C(N(CC)CC)C.Cl[C:47]1[CH:52]=[N:51][CH:50]=[CH:49][N:48]=1. Product: [F:38][C:4]([F:3])([F:37])[C:5]1[CH:6]=[C:7]([C@H:15]([O:17][C@H:18]2[CH2:23][CH2:22][N:21]([CH:24]3[CH2:29][CH2:28][N:27]([C:47]4[CH:52]=[N:51][CH:50]=[CH:49][N:48]=4)[CH2:26][CH2:25]3)[CH2:20][C@@H:19]2[C:30]2[CH:35]=[CH:34][C:33]([F:36])=[CH:32][CH:31]=2)[CH3:16])[CH:8]=[C:9]([C:11]([F:12])([F:14])[F:13])[CH:10]=1. The catalyst class is: 5. (4) The catalyst class is: 31. Product: [C:1]1([CH:7]([CH2:8][C:9](=[O:11])[CH3:10])[C:12](=[O:14])[CH3:13])[CH:6]=[CH:5][CH:4]=[CH:3][CH:2]=1. Reactant: [C:1]1(/[CH:7]=[CH:8]/[C:9](=[O:11])[CH3:10])[CH:6]=[CH:5][CH:4]=[CH:3][CH:2]=1.[C:12](OC(=O)C)(=[O:14])[CH3:13].[Mg].C[Si](Cl)(C)C. (5) Reactant: [H-].[Na+].[Cl:3][C:4]1[CH:12]=[CH:11][CH:10]=[C:9]2[C:5]=1[CH:6]=[CH:7][NH:8]2.[CH3:13]I. Product: [Cl:3][C:4]1[CH:12]=[CH:11][CH:10]=[C:9]2[C:5]=1[CH:6]=[CH:7][N:8]2[CH3:13]. The catalyst class is: 323. (6) Reactant: [Br:1][C:2]1[CH:14]=[CH:13][C:12]([F:15])=[CH:11][C:3]=1[O:4][CH:5]1[CH2:10][CH2:9][NH:8][CH2:7][CH2:6]1.[N:16]#[C:17]Br.C(N(CC)CC)C. Product: [Br:1][C:2]1[CH:14]=[CH:13][C:12]([F:15])=[CH:11][C:3]=1[O:4][CH:5]1[CH2:6][CH2:7][N:8]([C:17]#[N:16])[CH2:9][CH2:10]1. The catalyst class is: 1. (7) Reactant: [CH2:1]([O:8][C:9]1[C:17]([CH3:18])=[CH:16][C:12]([C:13](O)=[O:14])=[CH:11][C:10]=1[CH3:19])[C:2]1[CH:7]=[CH:6][CH:5]=[CH:4][CH:3]=1.C(Cl)(=O)C([Cl:23])=O. The catalyst class is: 454. Product: [CH2:1]([O:8][C:9]1[C:17]([CH3:18])=[CH:16][C:12]([C:13]([Cl:23])=[O:14])=[CH:11][C:10]=1[CH3:19])[C:2]1[CH:7]=[CH:6][CH:5]=[CH:4][CH:3]=1. (8) Reactant: [NH:1]1[CH2:6][CH2:5][CH:4]([NH:7][C:8](=[O:14])[O:9][C:10]([CH3:13])([CH3:12])[CH3:11])[CH2:3][CH2:2]1.[CH3:15][O:16][C:17](=[O:20])[CH2:18]Br.C([O-])([O-])=O.[K+].[K+].O. Product: [C:10]([O:9][C:8]([NH:7][CH:4]1[CH2:3][CH2:2][N:1]([CH2:18][C:17]([O:16][CH3:15])=[O:20])[CH2:6][CH2:5]1)=[O:14])([CH3:11])([CH3:13])[CH3:12]. The catalyst class is: 3. (9) Reactant: [Cl:1][C:2]1[CH:7]=[C:6]([N+:8]([O-:10])=[O:9])[C:5]([O:11][CH3:12])=[CH:4][C:3]=1[CH2:13][CH2:14][NH:15]CC1C=CC(OC)=CC=1OC. Product: [Cl:1][C:2]1[CH:7]=[C:6]([N+:8]([O-:10])=[O:9])[C:5]([O:11][CH3:12])=[CH:4][C:3]=1[CH2:13][CH2:14][NH2:15]. The catalyst class is: 47. (10) Reactant: [C:1]1([N:7]2[CH2:12][CH2:11][CH:10]([CH2:13]O)[CH2:9][CH2:8]2)[CH:6]=[CH:5][CH:4]=[CH:3][CH:2]=1.[NH:15]1[C:23]2[C:18](=[CH:19][CH:20]=[CH:21][C:22]=2[C:24]([O:26][CH3:27])=[O:25])[CH:17]=[CH:16]1.C(P(=CC#N)(CCCC)CCCC)CCC. The catalyst class is: 11. Product: [C:1]1([N:7]2[CH2:8][CH2:9][CH:10]([CH2:13][N:15]3[C:23]4[C:18](=[CH:19][CH:20]=[CH:21][C:22]=4[C:24]([O:26][CH3:27])=[O:25])[CH:17]=[CH:16]3)[CH2:11][CH2:12]2)[CH:2]=[CH:3][CH:4]=[CH:5][CH:6]=1.